Task: Regression/Classification. Given a drug SMILES string, predict its absorption, distribution, metabolism, or excretion properties. Task type varies by dataset: regression for continuous measurements (e.g., permeability, clearance, half-life) or binary classification for categorical outcomes (e.g., BBB penetration, CYP inhibition). Dataset: pgp_broccatelli.. Dataset: P-glycoprotein inhibition data for predicting drug efflux from Broccatelli et al. (1) The drug is O=c1cc(-c2ccccc2)oc2cc3c(c(O)c12)OCO3. The result is 1 (inhibitor). (2) The drug is CCN1C[C@@]2(COC)CC[C@@H](OC)[C@]34[C@H]5C[C@H]6[C@H](OC)C[C@@]7(OCO[C@@]7([C@H](O)[C@@H]23)[C@H]14)[C@@H]5[C@@H]6OC. The result is 0 (non-inhibitor). (3) The molecule is Cc1ccc(/C(=C\CN2CCCC2)c2cccc(/C=C/C(=O)O)n2)cc1. The result is 0 (non-inhibitor). (4) The molecule is CC(=O)Oc1c(Oc2ccccc2)cc2oc(-c3ccccc3)cc(=O)c2c1OC(C)=O. The result is 1 (inhibitor). (5) The drug is CN(C)C/C=C/c1ccc(-c2nc(-c3ccc(N(C)C)cc3)c(-c3ccc(N(C)C)cc3)[nH]2)cc1. The result is 1 (inhibitor). (6) The drug is CCCCC(=O)OC/C=C/c1ccc(-c2nc(-c3ccc(N(C)C)cc3)c(-c3ccc(N(C)C)cc3)[nH]2)cc1. The result is 1 (inhibitor). (7) The drug is COCCCC/C(=N/OCCN)c1ccc(C(F)(F)F)cc1. The result is 0 (non-inhibitor). (8) The molecule is CC1(C)S[C@@H]2C(NC(=O)[C@@H](NC(=O)N3CCNC3=O)c3ccccc3)C(=O)N2[C@H]1C(=O)O. The result is 0 (non-inhibitor).